Task: Predict the reactants needed to synthesize the given product.. Dataset: Full USPTO retrosynthesis dataset with 1.9M reactions from patents (1976-2016) Given the product [CH:32]1([C:35]2[O:27][C:25]([C:15]3[S:14][C:13]([NH:12][C:10]([C:9]([NH:8][C:6](=[O:7])[C:5]4[CH:4]=[CH:3][C:2]([F:1])=[CH:31][CH:30]=4)([CH3:29])[CH3:28])=[O:11])=[N:17][C:16]=3[C:18]3[CH:19]=[CH:20][C:21]([F:24])=[CH:22][CH:23]=3)=[N:38][N:37]=2)[CH2:34][CH2:33]1, predict the reactants needed to synthesize it. The reactants are: [F:1][C:2]1[CH:31]=[CH:30][C:5]([C:6]([NH:8][C:9]([CH3:29])([CH3:28])[C:10]([NH:12][C:13]2[S:14][C:15]([C:25]([OH:27])=O)=[C:16]([C:18]3[CH:23]=[CH:22][C:21]([F:24])=[CH:20][CH:19]=3)[N:17]=2)=[O:11])=[O:7])=[CH:4][CH:3]=1.[CH:32]1([C:35]([NH:37][NH2:38])=O)[CH2:34][CH2:33]1.CN(C(ON1N=NC2C=CC=NC1=2)=[N+](C)C)C.F[P-](F)(F)(F)(F)F.CC[N+](S(N=C(OC)[O-])(=O)=O)(CC)CC.